Predict the reactants needed to synthesize the given product. From a dataset of Full USPTO retrosynthesis dataset with 1.9M reactions from patents (1976-2016). (1) Given the product [Cl:1][C:2]1[CH:7]=[CH:6][C:5]([CH2:8][CH2:9][NH:10][CH2:24][C:20]2[N:19]([CH3:18])[CH:23]=[CH:22][N:21]=2)=[CH:4][CH:3]=1, predict the reactants needed to synthesize it. The reactants are: [Cl:1][C:2]1[CH:7]=[CH:6][C:5]([CH2:8][CH2:9][NH2:10])=[CH:4][CH:3]=1.S([O-])([O-])(=O)=O.[Na+].[Na+].[CH3:18][N:19]1[CH:23]=[CH:22][N:21]=[C:20]1[CH:24]=O.[BH4-].[Na+]. (2) The reactants are: [CH3:1][O:2][C:3]1[C:4]([C:11]2[CH:12]=[N:13][C:14]([C:17]([F:20])([F:19])[F:18])=[CH:15][CH:16]=2)=[CH:5][C:6]([C:9]#[N:10])=[N:7][CH:8]=1.[ClH:21]. Given the product [ClH:21].[CH3:1][O:2][C:3]1[C:4]([C:11]2[CH:12]=[N:13][C:14]([C:17]([F:20])([F:18])[F:19])=[CH:15][CH:16]=2)=[CH:5][C:6]([CH2:9][NH2:10])=[N:7][CH:8]=1, predict the reactants needed to synthesize it. (3) Given the product [NH2:20][C:8]1[N:7]=[C:6]([NH:5][CH2:4][CH2:3][CH2:2][NH:1][C:28](=[O:35])[C:29]2[CH:34]=[CH:33][CH:32]=[CH:31][CH:30]=2)[CH:11]=[C:10]([C:12]2[CH:17]=[CH:16][CH:15]=[C:14]([CH3:18])[C:13]=2[CH3:19])[N:9]=1, predict the reactants needed to synthesize it. The reactants are: [NH2:1][CH2:2][CH2:3][CH2:4][NH:5][C:6]1[CH:11]=[C:10]([C:12]2[CH:17]=[CH:16][CH:15]=[C:14]([CH3:18])[C:13]=2[CH3:19])[N:9]=[C:8]([NH2:20])[N:7]=1.CCN(CC)CC.[C:28](Cl)(=[O:35])[C:29]1[CH:34]=[CH:33][CH:32]=[CH:31][CH:30]=1. (4) Given the product [NH2:25][C:26]1[O:4][CH2:3][C@H:2]([CH2:5][N:6]([CH2:17][CH3:18])[C:7]2[CH:12]=[CH:11][N:10]=[C:9]([C:13]([F:16])([F:15])[F:14])[N:8]=2)[N:1]=1, predict the reactants needed to synthesize it. The reactants are: [NH2:1][C@@H:2]([CH2:5][N:6]([CH2:17][CH3:18])[C:7]1[CH:12]=[CH:11][N:10]=[C:9]([C:13]([F:16])([F:15])[F:14])[N:8]=1)[CH2:3][OH:4].C([O-])([O-])=O.[K+].[K+].[N:25]#[C:26]Br.CO. (5) Given the product [CH3:29][O:30][C:31](=[O:49])[C:32]1[CH:37]=[CH:36][CH:35]=[CH:34][C:33]=1[O:38][C:39]1[CH:44]=[CH:43][CH:42]=[C:41]([O:45][CH2:18][CH2:17][CH2:16][O:15][C:13]2[CH:14]=[C:9]([OH:8])[C:10]([N:22]3[CH:23]=[CH:24][CH:25]=[CH:26]3)=[CH:11][C:12]=2[CH2:20][CH3:21])[C:40]=1[CH2:46][CH2:47][CH3:48], predict the reactants needed to synthesize it. The reactants are: C([O:8][C:9]1[CH:14]=[C:13]([O:15][CH2:16][CH2:17][CH2:18]Cl)[C:12]([CH2:20][CH3:21])=[CH:11][C:10]=1[N:22]1[CH:26]=[CH:25][CH:24]=[CH:23]1)C1C=CC=CC=1.[I-].[Na+].[CH3:29][O:30][C:31](=[O:49])[C:32]1[CH:37]=[CH:36][CH:35]=[CH:34][C:33]=1[O:38][C:39]1[CH:44]=[CH:43][CH:42]=[C:41]([OH:45])[C:40]=1[CH2:46][CH2:47][CH3:48].C(=O)([O-])[O-].[K+].[K+]. (6) Given the product [F:1][C:2]([F:22])([F:23])[C@@H:3]1[CH2:8][CH2:7][C@H:6]([O:9][C:10]2[CH:11]=[C:12]3[C:17](=[CH:18][CH:19]=2)[CH:16]=[C:15]([CH2:20][N:37]2[CH:31]4[CH2:32][CH2:33][CH2:34][CH:35]2[CH2:36][CH:29]([C:27]([O:26][CH3:25])=[O:28])[CH2:30]4)[CH:14]=[CH:13]3)[CH2:5][CH2:4]1, predict the reactants needed to synthesize it. The reactants are: [F:1][C:2]([F:23])([F:22])[C@@H:3]1[CH2:8][CH2:7][C@H:6]([O:9][C:10]2[CH:11]=[C:12]3[C:17](=[CH:18][CH:19]=2)[CH:16]=[C:15]([CH:20]=O)[CH:14]=[CH:13]3)[CH2:5][CH2:4]1.Cl.[CH3:25][O:26][C:27]([CH:29]1[CH2:36][CH:35]2[NH:37][CH:31]([CH2:32][CH2:33][CH2:34]2)[CH2:30]1)=[O:28].C(O)(=O)C.C(O[BH-](OC(=O)C)OC(=O)C)(=O)C.[Na+].